From a dataset of Merck oncology drug combination screen with 23,052 pairs across 39 cell lines. Regression. Given two drug SMILES strings and cell line genomic features, predict the synergy score measuring deviation from expected non-interaction effect. (1) Drug 1: NC(=O)c1cccc2cn(-c3ccc(C4CCCNC4)cc3)nc12. Drug 2: C#Cc1cccc(Nc2ncnc3cc(OCCOC)c(OCCOC)cc23)c1. Cell line: HT29. Synergy scores: synergy=16.5. (2) Drug 1: Nc1ccn(C2OC(CO)C(O)C2(F)F)c(=O)n1. Drug 2: CS(=O)(=O)CCNCc1ccc(-c2ccc3ncnc(Nc4ccc(OCc5cccc(F)c5)c(Cl)c4)c3c2)o1. Cell line: ZR751. Synergy scores: synergy=26.6.